Dataset: Forward reaction prediction with 1.9M reactions from USPTO patents (1976-2016). Task: Predict the product of the given reaction. (1) Given the reactants [F:1][C:2]1[CH:3]=[C:4]([CH:19]=[C:20]([F:33])[C:21]=1[O:22][Si:23]([CH:30]([CH3:32])[CH3:31])([CH:27]([CH3:29])[CH3:28])[CH:24]([CH3:26])[CH3:25])[CH2:5][CH:6]([CH2:17][OH:18])[CH2:7][CH2:8][C:9]1[CH:16]=[CH:15][C:12]([C:13]#[N:14])=[CH:11][CH:10]=1.[Cr](Cl)([O-])(=O)=O.[NH+]1C=CC=CC=1, predict the reaction product. The product is: [F:1][C:2]1[CH:3]=[C:4]([CH:19]=[C:20]([F:33])[C:21]=1[O:22][Si:23]([CH:24]([CH3:26])[CH3:25])([CH:27]([CH3:29])[CH3:28])[CH:30]([CH3:31])[CH3:32])[CH2:5][CH:6]([CH:17]=[O:18])[CH2:7][CH2:8][C:9]1[CH:10]=[CH:11][C:12]([C:13]#[N:14])=[CH:15][CH:16]=1. (2) Given the reactants [O:1]1[C:10]2[C:5](=[CH:6][CH:7]=[CH:8][CH:9]=2)[C:4](=O)[CH2:3][CH2:2]1.[NH2:12][C:13]([NH2:15])=[S:14].[I:16]I, predict the reaction product. The product is: [IH:16].[N:12]1[C:4]2[C:5]3[CH:6]=[CH:7][CH:8]=[CH:9][C:10]=3[O:1][CH2:2][C:3]=2[S:14][C:13]=1[NH2:15]. (3) The product is: [C:35]([OH:36])(=[O:30])/[CH:15]=[CH:16]/[C:24]([OH:26])=[O:27].[C:17]1([S:23][C:2]2[N:7]=[N:6][C:5]([N:8]3[CH:14]4[CH2:15][CH2:16][N:11]([CH2:12][CH2:13]4)[CH2:10][CH2:9]3)=[CH:4][CH:3]=2)[CH:22]=[CH:21][CH:20]=[CH:19][CH:18]=1. Given the reactants Cl[C:2]1[N:7]=[N:6][C:5]([N:8]2[CH:14]3[CH2:15][CH2:16][N:11]([CH2:12][CH2:13]3)[CH2:10][CH2:9]2)=[CH:4][CH:3]=1.[C:17]1([SH:23])[CH:22]=[CH:21][CH:20]=[CH:19][CH:18]=1.[C:24](=[O:27])([O-:26])[O-].[Cs+].[Cs+].[OH-:30].[Na+].CN([CH:35]=[O:36])C, predict the reaction product. (4) Given the reactants Cl[C:2]1[N:11]=[C:10]([N:12]([C:14]2[CH:15]=[N:16][C:17]([O:20][CH3:21])=[CH:18][CH:19]=2)C)[C:9]2[C:4](=[CH:5][CH:6]=[CH:7][CH:8]=2)[N:3]=1.[NH3:22].[CH3:23]O, predict the reaction product. The product is: [CH3:21][O:20][C:17]1[N:16]=[CH:15][C:14]([NH:12][C:10]2[C:9]3[C:4](=[CH:5][CH:6]=[CH:7][CH:8]=3)[N:3]=[C:2]([NH:22][CH3:23])[N:11]=2)=[CH:19][CH:18]=1. (5) Given the reactants [CH3:1][O:2][C:3]1[CH:4]=[C:5]([NH:11][C:12]2[C:13]3[N:30]=[CH:29][S:28][C:14]=3[N:15]=[C:16]([N:18]3[CH2:23][CH2:22][CH2:21][CH:20]([C:24]([O:26]C)=[O:25])[CH2:19]3)[N:17]=2)[CH:6]=[CH:7][C:8]=1[O:9][CH3:10].[OH-].[Na+], predict the reaction product. The product is: [CH3:1][O:2][C:3]1[CH:4]=[C:5]([NH:11][C:12]2[C:13]3[N:30]=[CH:29][S:28][C:14]=3[N:15]=[C:16]([N:18]3[CH2:23][CH2:22][CH2:21][CH:20]([C:24]([OH:26])=[O:25])[CH2:19]3)[N:17]=2)[CH:6]=[CH:7][C:8]=1[O:9][CH3:10]. (6) Given the reactants Br[CH2:2][CH2:3][CH2:4][CH3:5].[CH3:6][O:7][C:8]1[CH:13]=[CH:12][C:11]([S:14]([NH:17][C:18]2[CH:23]=[CH:22][C:21]([O:24][CH3:25])=[CH:20][CH:19]=2)(=[O:16])=[O:15])=[CH:10][CH:9]=1, predict the reaction product. The product is: [CH2:2]([N:17]([C:18]1[CH:23]=[CH:22][C:21]([O:24][CH3:25])=[CH:20][CH:19]=1)[S:14]([C:11]1[CH:12]=[CH:13][C:8]([O:7][CH3:6])=[CH:9][CH:10]=1)(=[O:16])=[O:15])[CH2:3][CH2:4][CH3:5]. (7) Given the reactants [H-].[Al+3].[Li+].[H-].[H-].[H-].[CH3:7][CH:8]([CH3:25])[CH2:9][CH2:10][NH:11][C:12]1[S:13][CH:14]=[C:15]([C:17]2[CH:24]=[CH:23][C:20]([C:21]#[N:22])=[CH:19][CH:18]=2)[N:16]=1, predict the reaction product. The product is: [CH3:7][CH:8]([CH3:25])[CH2:9][CH2:10][NH:11][C:12]1[S:13][CH:14]=[C:15]([C:17]2[CH:18]=[CH:19][C:20]([CH2:21][NH2:22])=[CH:23][CH:24]=2)[N:16]=1. (8) Given the reactants [Si]([O:8][C@@H:9]1[C@@H:14]([CH3:15])[CH2:13][N:12]([C:16]2[CH:21]=[CH:20][N:19]=[CH:18][C:17]=2[NH:22][C:23]2[N:27]3[N:28]=[C:29]([C:32]4[C:37]([F:38])=[CH:36][CH:35]=[CH:34][C:33]=4[F:39])[CH:30]=[CH:31][C:26]3=[CH:25][N:24]=2)[CH2:11][C@H:10]1[NH:40]C(=O)OC(C)(C)C)(C(C)(C)C)(C)C.Cl, predict the reaction product. The product is: [NH2:40][C@H:10]1[C@H:9]([OH:8])[C@@H:14]([CH3:15])[CH2:13][N:12]([C:16]2[CH:21]=[CH:20][N:19]=[CH:18][C:17]=2[NH:22][C:23]2[N:27]3[N:28]=[C:29]([C:32]4[C:37]([F:38])=[CH:36][CH:35]=[CH:34][C:33]=4[F:39])[CH:30]=[CH:31][C:26]3=[CH:25][N:24]=2)[CH2:11]1. (9) Given the reactants [H-].[Na+].[F:3][C:4]1[CH:9]=[C:8]([C:10]([OH:13])([CH3:12])[CH3:11])[CH:7]=[CH:6][C:5]=1[C:14]1[S:18][C:17]([NH:19][C:20]2[CH:25]=[CH:24][CH:23]=[C:22]([CH2:26][OH:27])[N:21]=2)=[C:16]([C:28]([NH2:30])=[O:29])[CH:15]=1.Br[CH2:32][CH2:33][O:34][CH3:35], predict the reaction product. The product is: [F:3][C:4]1[CH:9]=[C:8]([C:10]([OH:13])([CH3:11])[CH3:12])[CH:7]=[CH:6][C:5]=1[C:14]1[S:18][C:17]([NH:19][C:20]2[CH:25]=[CH:24][CH:23]=[C:22]([CH2:26][O:27][CH2:32][CH2:33][O:34][CH3:35])[N:21]=2)=[C:16]([C:28]([NH2:30])=[O:29])[CH:15]=1.